From a dataset of Reaction yield outcomes from USPTO patents with 853,638 reactions. Predict the reaction yield, written as a fraction of the theoretical maximum amount of product (1.0 means a 100% yield; for example, 0.34 means a 34% yield). The reactants are [N:1]1[CH:6]=[CH:5][CH:4]=[CH:3][C:2]=1[C:7]([OH:9])=O.C(N(CC)C(C)C)(C)C.C1C=CC2N(O)N=NC=2C=1.C(Cl)CCl.[NH:33]1[C:37]2[CH:38]=[CH:39][CH:40]=[CH:41][C:36]=2[N:35]=[C:34]1[CH2:42][N:43]([CH:48]1[C:57]2[N:56]=[CH:55][CH:54]=[CH:53][C:52]=2[CH2:51][CH2:50][CH2:49]1)[CH2:44][CH2:45][CH2:46][NH2:47]. The catalyst is CN(C=O)C.CCOC(C)=O.[Cl-].[Na+].O.O. The product is [NH:33]1[C:37]2[CH:38]=[CH:39][CH:40]=[CH:41][C:36]=2[N:35]=[C:34]1[CH2:42][N:43]([CH:48]1[C:57]2[N:56]=[CH:55][CH:54]=[CH:53][C:52]=2[CH2:51][CH2:50][CH2:49]1)[CH2:44][CH2:45][CH2:46][NH:47][C:7]([C:2]1[CH:3]=[CH:4][CH:5]=[CH:6][N:1]=1)=[O:9]. The yield is 0.480.